Dataset: Catalyst prediction with 721,799 reactions and 888 catalyst types from USPTO. Task: Predict which catalyst facilitates the given reaction. (1) Reactant: Cl[C:2]1[N:6]([CH3:7])[N:5]=[CH:4][C:3]=1[N+:8]([O-:10])=[O:9].Cl.[OH:12][C:13]1([CH3:20])[CH2:19][CH2:18][CH2:17][NH:16][CH2:15][CH2:14]1.CCN(C(C)C)C(C)C. Product: [CH3:20][C:13]1([OH:12])[CH2:19][CH2:18][CH2:17][N:16]([C:2]2[N:6]([CH3:7])[N:5]=[CH:4][C:3]=2[N+:8]([O-:10])=[O:9])[CH2:15][CH2:14]1. The catalyst class is: 14. (2) Reactant: I[C:2]1[CH:3]=[N:4][C:5]2[C:10]([CH:11]=1)=[CH:9][CH:8]=[CH:7][C:6]=2[N:12]1[CH2:17][CH2:16][N:15]([C:18]([O:20][C:21]([CH3:24])([CH3:23])[CH3:22])=[O:19])[CH2:14][CH2:13]1.[C:25]([O:29][CH3:30])(=[O:28])[CH:26]=[CH2:27].CCN(CC)CC.C1(P(C2C=CC=CC=2)C2C=CC=CC=2)C=CC=CC=1. Product: [CH3:30][O:29][C:25](=[O:28])/[CH:26]=[CH:27]/[C:2]1[CH:3]=[N:4][C:5]2[C:10]([CH:11]=1)=[CH:9][CH:8]=[CH:7][C:6]=2[N:12]1[CH2:17][CH2:16][N:15]([C:18]([O:20][C:21]([CH3:24])([CH3:23])[CH3:22])=[O:19])[CH2:14][CH2:13]1. The catalyst class is: 274. (3) Reactant: F[C:2]1[CH:10]=[CH:9][C:5]([C:6]([OH:8])=[O:7])=[CH:4][C:3]=1[N+:11]([O-:13])=[O:12].Cl.[CH2:15]([O:22][C:23]1[CH:29]=[CH:28][C:26]([NH2:27])=[CH:25][CH:24]=1)[C:16]1[CH:21]=[CH:20][CH:19]=[CH:18][CH:17]=1.CCN(CC)CC.Cl. Product: [CH2:15]([O:22][C:23]1[CH:24]=[CH:25][C:26]([NH:27][C:2]2[CH:10]=[CH:9][C:5]([C:6]([OH:8])=[O:7])=[CH:4][C:3]=2[N+:11]([O-:13])=[O:12])=[CH:28][CH:29]=1)[C:16]1[CH:17]=[CH:18][CH:19]=[CH:20][CH:21]=1. The catalyst class is: 14. (4) Reactant: [CH2:1]([O:3][C:4](=[O:28])[CH2:5][O:6][CH2:7][C:8]([C:21]1[CH:26]=[CH:25][CH:24]=[C:23]([Br:27])[CH:22]=1)([NH:13]C(OC(C)(C)C)=O)[C:9]([F:12])([F:11])[F:10])[CH3:2].Cl.O1CCOCC1. Product: [CH2:1]([O:3][C:4](=[O:28])[CH2:5][O:6][CH2:7][C:8]([NH2:13])([C:21]1[CH:26]=[CH:25][CH:24]=[C:23]([Br:27])[CH:22]=1)[C:9]([F:10])([F:12])[F:11])[CH3:2]. The catalyst class is: 2.